Dataset: Retrosynthesis with 50K atom-mapped reactions and 10 reaction types from USPTO. Task: Predict the reactants needed to synthesize the given product. (1) Given the product Brc1cc2[nH]ncc2cc1OCc1ccccc1, predict the reactants needed to synthesize it. The reactants are: OCc1ccccc1.Oc1cc2cn[nH]c2cc1Br. (2) Given the product COc1ccc2c(c1)C(c1ccc(Cl)cc1)=N[C@@H](CC(=O)NCCCN)c1nnc(C)n1-2, predict the reactants needed to synthesize it. The reactants are: COc1ccc2c(c1)C(c1ccc(Cl)cc1)=N[C@@H](CC(=O)NCCCNC(=O)OC(C)(C)C)c1nnc(C)n1-2. (3) Given the product NCCSCc1ccncc1, predict the reactants needed to synthesize it. The reactants are: ClCc1ccncc1.NCCS. (4) Given the product COC(=O)c1ccc(OCCNc2ccc(Cl)cc2)cc1, predict the reactants needed to synthesize it. The reactants are: COC(=O)c1ccc(OCC=O)cc1.Nc1ccc(Cl)cc1. (5) Given the product CCN(CC)CCOc1ccc(NC(=O)C#Cc2ccc(-c3ccccc3)cc2)cc1Cl, predict the reactants needed to synthesize it. The reactants are: CCN(CC)CCOc1ccc(N)cc1Cl.O=C(O)C#Cc1ccc(-c2ccccc2)cc1. (6) Given the product CCc1c(N[C@@H](C(=O)O)[C@H](C)O)ccc(C#N)c1Cl, predict the reactants needed to synthesize it. The reactants are: CCc1c(F)ccc(C#N)c1Cl.C[C@H](O)[C@@H](N)C(=O)O. (7) Given the product COc1cccc(F)c1C1CCN(c2cnn(C(=O)OC(C)(C)C)c(=O)c2Br)CC1, predict the reactants needed to synthesize it. The reactants are: CC(C)(C)OC(=O)OC(=O)OC(C)(C)C.COc1cccc(F)c1C1CCN(c2cn[nH]c(=O)c2Br)CC1.